This data is from Reaction yield outcomes from USPTO patents with 853,638 reactions. The task is: Predict the reaction yield, written as a fraction of the theoretical maximum amount of product (1.0 means a 100% yield; for example, 0.34 means a 34% yield). The yield is 0.0500. The product is [N:20]1([C:15]2[CH:16]=[CH:17][CH:18]=[CH:19][C:14]=2[N:9]2[CH:10]=[CH:11][C:12](=[O:13])[C:7]([C:5]3[N:33]([C:27]4[CH:32]=[CH:31][CH:30]=[CH:29][CH:28]=4)[N:2]=[CH:3][CH:4]=3)=[N:8]2)[CH2:21][CH2:22][O:23][CH2:24][CH2:25]1. The reactants are C[N:2](C)[CH:3]=[CH:4][C:5]([C:7]1[C:12](=[O:13])[CH:11]=[CH:10][N:9]([C:14]2[CH:19]=[CH:18][CH:17]=[CH:16][C:15]=2[N:20]2[CH2:25][CH2:24][O:23][CH2:22][CH2:21]2)[N:8]=1)=O.[C:27]1([NH:33]N)[CH:32]=[CH:31][CH:30]=[CH:29][CH:28]=1. The catalyst is CO.